This data is from Forward reaction prediction with 1.9M reactions from USPTO patents (1976-2016). The task is: Predict the product of the given reaction. (1) Given the reactants [NH2:1][C:2]1[C:7]([NH2:8])=[C:6]([NH:9][C@@H:10]2[C@@H:15]3[CH2:16][C@@H:12]([CH:13]=[CH:14]3)[C@@H:11]2[C:17]([NH2:19])=[O:18])[C:5]([Cl:20])=[CH:4][N:3]=1.[CH3:21][C:22]1[CH:29]=[C:28]([N:30]2[CH2:35][CH2:34][O:33][CH2:32][CH2:31]2)[CH:27]=[CH:26][C:23]=1[CH:24]=O.C([O-])(=O)C.[NH4+], predict the reaction product. The product is: [Cl:20][C:5]1[C:6]([NH:9][C@@H:10]2[C@@H:15]3[CH2:16][C@@H:12]([CH:13]=[CH:14]3)[C@@H:11]2[C:17]([NH2:19])=[O:18])=[C:7]2[N:8]=[C:24]([C:23]3[CH:26]=[CH:27][C:28]([N:30]4[CH2:35][CH2:34][O:33][CH2:32][CH2:31]4)=[CH:29][C:22]=3[CH3:21])[NH:1][C:2]2=[N:3][CH:4]=1. (2) Given the reactants [CH3:1][O:2][C:3]1[CH:8]=[CH:7][N:6]=[C:5]([CH2:9][CH2:10][C:11]2[NH:20][C:14]3=[N:15][CH:16]=[C:17](Br)[CH:18]=[C:13]3[N:12]=2)[CH:4]=1.[F:21][C:22]([F:33])([F:32])[C:23]1[CH:28]=[CH:27][C:26](B(O)O)=[CH:25][CH:24]=1.C(=O)([O-])[O-].[K+].[K+].[Cl-].[Li+], predict the reaction product. The product is: [CH3:1][O:2][C:3]1[CH:8]=[CH:7][N:6]=[C:5]([CH2:9][CH2:10][C:11]2[NH:20][C:14]3=[N:15][CH:16]=[C:17]([C:26]4[CH:27]=[CH:28][C:23]([C:22]([F:33])([F:32])[F:21])=[CH:24][CH:25]=4)[CH:18]=[C:13]3[N:12]=2)[CH:4]=1. (3) Given the reactants [OH-].[Na+].[CH3:3][O:4][C:5]1[CH:6]=[C:7]([CH:11]=[CH:12][C:13]=1[O:14][CH3:15])[CH2:8][C:9]#[N:10].[N:16](OC)=[O:17].OS(O)(=O)=O.N([O-])=O.[Na+], predict the reaction product. The product is: [OH:17][N:16]=[C:8]([C:9]#[N:10])[C:7]1[CH:11]=[CH:12][C:13]([O:14][CH3:15])=[C:5]([O:4][CH3:3])[CH:6]=1.